Dataset: Forward reaction prediction with 1.9M reactions from USPTO patents (1976-2016). Task: Predict the product of the given reaction. Given the reactants [F:1][C:2]1[CH:25]=[CH:24][CH:23]=[C:22]([F:26])[C:3]=1[CH2:4][O:5][C:6]1[C:7]2[N:8]([C:12]([C:16]3[O:20][C:19](=O)[NH:18][N:17]=3)=[C:13]([CH3:15])[N:14]=2)[CH:9]=[CH:10][CH:11]=1.[CH2:27]([NH2:29])[CH3:28].C1COCC1.C(N(CC)CC)C.C(Cl)(Cl)(Cl)Cl, predict the reaction product. The product is: [F:26][C:22]1[CH:23]=[CH:24][CH:25]=[C:2]([F:1])[C:3]=1[CH2:4][O:5][C:6]1[C:7]2[N:8]([C:12]([C:16]3[O:20][C:19]([NH:29][CH2:27][CH3:28])=[N:18][N:17]=3)=[C:13]([CH3:15])[N:14]=2)[CH:9]=[CH:10][CH:11]=1.